This data is from Reaction yield outcomes from USPTO patents with 853,638 reactions. The task is: Predict the reaction yield, written as a fraction of the theoretical maximum amount of product (1.0 means a 100% yield; for example, 0.34 means a 34% yield). The reactants are [N-:1]=[N+:2]=[N-:3].[Na+].CS(O[C@H:10]1[CH2:14][CH2:13][N:12]([C:15]([O:17][C:18]([CH3:21])([CH3:20])[CH3:19])=[O:16])[C@@H:11]1[C:22]([O:24][C:25]([CH3:28])([CH3:27])[CH3:26])=[O:23])(=O)=O.O. The catalyst is CN(C=O)C. The product is [N:1]([C@@H:10]1[CH2:14][CH2:13][N:12]([C:15]([O:17][C:18]([CH3:19])([CH3:20])[CH3:21])=[O:16])[C@@H:11]1[C:22]([O:24][C:25]([CH3:28])([CH3:27])[CH3:26])=[O:23])=[N+:2]=[N-:3]. The yield is 0.690.